This data is from hERG potassium channel inhibition data for cardiac toxicity prediction from Karim et al.. The task is: Regression/Classification. Given a drug SMILES string, predict its toxicity properties. Task type varies by dataset: regression for continuous values (e.g., LD50, hERG inhibition percentage) or binary classification for toxic/non-toxic outcomes (e.g., AMES mutagenicity, cardiotoxicity, hepatotoxicity). Dataset: herg_karim. (1) The compound is Cc1ncoc1-c1nnc(SCCCN2CCc3cc4nc(CC5CC5)oc4cc3CC2)n1C. The result is 1 (blocker). (2) The drug is Cc1cccc2c1N(C(=O)CSc1ccc(C(F)(F)F)cn1)CCC2. The result is 0 (non-blocker). (3) The drug is O=C(Cc1ccc(C(F)(F)F)cc1C(F)(F)F)NC1N=C(c2ccccc2)c2ccccc2N(CC(F)(F)F)C1=O. The result is 1 (blocker). (4) The compound is COc1ccc2ncc(F)c(CC(OCC(=O)O)C34CCC(NCc5ccc6c(n5)NC(=O)CO6)(CC3)CO4)c2n1. The result is 1 (blocker). (5) The drug is CC(C)(C)CC(C)(C)c1ccc(OCCOCC[N+](C)(C)Cc2ccccc2)cc1.[Cl-]. The result is 1 (blocker). (6) The compound is CCOC(=O)N1CCC(CN2CC[C@H](NC(=O)c3cc(Cl)c(N)cc3OC)[C@H](OC)C2)CC1. The result is 1 (blocker). (7) The drug is CN(C)C(=O)[C@@H](c1ccc(N(C)C(=O)c2ccc(F)cc2)cc1)[C@H]([NH3+])C(=O)N1CC[C@H](F)C1. The result is 0 (non-blocker). (8) The drug is O=C(c1cc(F)cc(F)c1)N1CCN(c2ccc(OCCCN3CCCCC3)cc2)C(=O)C1. The result is 0 (non-blocker). (9) The compound is Cc1cc(Cl)ccc1-c1nc2c(cc1-c1ccc(Cl)cc1)C(N=C(O)C(O)C(F)(F)F)CC(C)(C)O2. The result is 1 (blocker). (10) The molecule is CC1NC(c2cc(C#N)ccn2)=NC1(c1ccc(F)cc1)c1ccc(F)cc1. The result is 1 (blocker).